Predict which catalyst facilitates the given reaction. From a dataset of Catalyst prediction with 721,799 reactions and 888 catalyst types from USPTO. (1) Reactant: [OH:1][C@H:2]1[C@@H:5]([C:6]2[CH:11]=[CH:10][CH:9]=[CH:8][CH:7]=2)[NH:4][C:3]1=[O:12].C(N(CC)CC)C.[C:20]1([CH:26]([SiH2:33]Cl)[C:27]2[CH:32]=[CH:31][CH:30]=[CH:29][CH:28]=2)[CH:25]=[CH:24][CH:23]=[CH:22][CH:21]=1.[C:35]([O:39][C:40](O[C:40]([O:39][C:35]([CH3:38])([CH3:37])[CH3:36])=[O:41])=[O:41])([CH3:38])([CH3:37])[CH3:36]. Product: [C:35]([O:39][C:40]([N:4]1[C@H:5]([C:6]2[CH:11]=[CH:10][CH:9]=[CH:8][CH:7]=2)[C@H:2]([O:1][SiH2:33][CH:26]([C:27]2[CH:32]=[CH:31][CH:30]=[CH:29][CH:28]=2)[C:20]2[CH:25]=[CH:24][CH:23]=[CH:22][CH:21]=2)[C:3]1=[O:12])=[O:41])([CH3:38])([CH3:37])[CH3:36]. The catalyst class is: 230. (2) Reactant: [CH:1]([N-]C(C)C)(C)C.[Li+].[C:9]([O:13][C:14]([C@@:16]1([CH2:30][CH2:31][O:32][Si:33]([C:36]([CH3:39])([CH3:38])[CH3:37])([CH3:35])[CH3:34])[CH2:20][C:19](=[O:21])[N:18]([C@@H:22]([C:24]2[CH:29]=[CH:28][CH:27]=[CH:26][CH:25]=2)[CH3:23])[CH2:17]1)=[O:15])([CH3:12])([CH3:11])[CH3:10].CI.C(O)(=O)CC(CC(O)=O)(C(O)=O)O. The catalyst class is: 54. Product: [C:9]([O:13][C:14]([C@@:16]1([CH2:30][CH2:31][O:32][Si:33]([C:36]([CH3:38])([CH3:37])[CH3:39])([CH3:35])[CH3:34])[CH:20]([CH3:1])[C:19](=[O:21])[N:18]([C@@H:22]([C:24]2[CH:25]=[CH:26][CH:27]=[CH:28][CH:29]=2)[CH3:23])[CH2:17]1)=[O:15])([CH3:12])([CH3:11])[CH3:10]. (3) Reactant: [CH2:1]([N:3]1[CH2:8][CH2:7][N:6]([CH2:9][C:10]2[CH:15]=[CH:14][C:13]([NH:16][C:17]3[N:22]=[C:21]([C:23]4[C:24]([C:28]5[CH:33]=[CH:32][C:31]([CH3:34])=[CH:30][CH:29]=5)=[N:25][NH:26][CH:27]=4)[CH:20]=[CH:19][N:18]=3)=[CH:12][CH:11]=2)[CH2:5][CH2:4]1)[CH3:2].[CH3:35]N(C(OC)OC)C. The catalyst class is: 11. Product: [CH2:1]([N:3]1[CH2:4][CH2:5][N:6]([CH2:9][C:10]2[CH:11]=[CH:12][C:13]([NH:16][C:17]3[N:22]=[C:21]([C:23]4[C:24]([C:28]5[CH:29]=[CH:30][C:31]([CH3:34])=[CH:32][CH:33]=5)=[N:25][N:26]([CH3:35])[CH:27]=4)[CH:20]=[CH:19][N:18]=3)=[CH:14][CH:15]=2)[CH2:7][CH2:8]1)[CH3:2]. (4) Reactant: C(Cl)(=O)C(Cl)=O.CS(C)=O.[OH:11][CH:12]1[CH2:16][O:15][CH2:14][CH:13]1[NH:17][S:18]([CH:21]([CH3:23])[CH3:22])(=[O:20])=[O:19].C(N(CC)CC)C. Product: [O:11]=[C:12]1[CH2:16][O:15][CH2:14][CH:13]1[NH:17][S:18]([CH:21]([CH3:23])[CH3:22])(=[O:20])=[O:19]. The catalyst class is: 46.